Predict which catalyst facilitates the given reaction. From a dataset of Catalyst prediction with 721,799 reactions and 888 catalyst types from USPTO. (1) Reactant: [C:1]1([CH:7]([C:10]2[CH:15]=[CH:14][CH:13]=[CH:12][CH:11]=2)[C:8]#[N:9])[CH:6]=[CH:5][CH:4]=[CH:3][CH:2]=1.[C:16](C1C=CC(CC#N)=CC=1)(C)(C)C. Product: [C:10]1([CH:7]2[C:1]3[C:2](=[CH:3][CH:4]=[CH:5][CH:6]=3)[CH:16]=[N:9][CH2:8]2)[CH:11]=[CH:12][CH:13]=[CH:14][CH:15]=1. The catalyst class is: 48. (2) Reactant: [Br:1][C:2]1[CH:7]=[C:6]([NH2:8])[CH:5]=[CH:4][C:3]=1[N:9]([CH2:16][CH2:17][CH2:18][CH2:19][CH2:20][CH3:21])[CH2:10][CH2:11][CH2:12][CH2:13][CH2:14][CH3:15].[C:22]([CH:25]=[C:26]=[O:27])(=[O:24])[CH3:23]. Product: [Br:1][C:2]1[CH:7]=[C:6]([NH:8][C:26](=[O:27])[CH2:25][C:22](=[O:24])[CH3:23])[CH:5]=[CH:4][C:3]=1[N:9]([CH2:16][CH2:17][CH2:18][CH2:19][CH2:20][CH3:21])[CH2:10][CH2:11][CH2:12][CH2:13][CH2:14][CH3:15]. The catalyst class is: 25. (3) Reactant: [CH3:1][S:2][C:3]1[S:7][C:6]2=[N:8][C:9]([C:11]3[O:12][C:13]4[C:14](=[C:16]([OH:20])[CH:17]=[CH:18][CH:19]=4)[N:15]=3)=[CH:10][N:5]2[N:4]=1.[C:21]([N:28]1[CH2:34][CH2:33][CH2:32][C@@H:29]1[CH2:30]O)([O:23][C:24]([CH3:27])([CH3:26])[CH3:25])=[O:22].C1(P(C2C=CC=CC=2)C2C=CC=CC=2)C=CC=CC=1.CC(OC(/N=N/C(OC(C)C)=O)=O)C. Product: [CH3:1][S:2][C:3]1[S:7][C:6]2=[N:8][C:9]([C:11]3[O:12][C:13]4[CH:19]=[CH:18][CH:17]=[C:16]([O:20][CH2:30][C@H:29]5[CH2:32][CH2:33][CH2:34][N:28]5[C:21]([O:23][C:24]([CH3:25])([CH3:27])[CH3:26])=[O:22])[C:14]=4[N:15]=3)=[CH:10][N:5]2[N:4]=1. The catalyst class is: 1. (4) Product: [CH:5]([CH:4]1[C:3](=[O:2])[O:21][C:9]([C:10]2[CH:11]=[CH:12][C:13]([C:16]([F:17])([F:18])[F:19])=[CH:14][CH:15]=2)=[N:8]1)([CH3:6])[CH3:7]. Reactant: C[O:2][C:3](=[O:21])[CH:4]([NH:8][C:9](=O)[C:10]1[CH:15]=[CH:14][C:13]([C:16]([F:19])([F:18])[F:17])=[CH:12][CH:11]=1)[CH:5]([CH3:7])[CH3:6].C(C1C(=O)OC(C2C=CC(C(F)(F)F)=CC=2)=N1)(C)C. The catalyst class is: 152. (5) Reactant: COC1C=CC(C(O[C:10]2[C:15]([NH:16][C:17](=[O:26])[C:18]3[CH:23]=[CH:22][C:21]([O:24]C)=[CH:20][CH:19]=3)=[CH:14][C:13]([O:27]C)=[CH:12][C:11]=2[Br:29])=O)=CC=1.O.C1(C)C=CC(S(O)(=O)=O)=CC=1.CC1C=CC(C)=CC=1. Product: [Br:29][C:11]1[C:10]2[O:26][C:17]([C:18]3[CH:23]=[CH:22][C:21]([OH:24])=[CH:20][CH:19]=3)=[N:16][C:15]=2[CH:14]=[C:13]([OH:27])[CH:12]=1. The catalyst class is: 6. (6) Reactant: [N+:1]([C:4]1[CH:9]=[CH:8][C:7]([N:10]2[CH2:15][CH2:14][O:13][CH2:12][C:11]2=[O:16])=[CH:6][CH:5]=1)([O-])=O. Product: [NH2:1][C:4]1[CH:5]=[CH:6][C:7]([N:10]2[CH2:15][CH2:14][O:13][CH2:12][C:11]2=[O:16])=[CH:8][CH:9]=1. The catalyst class is: 123. (7) Reactant: [F:1][CH:2]([F:17])[O:3][C:4]1[CH:9]=[CH:8][C:7]([C:10]#[C:11][Si](C)(C)C)=[CH:6][C:5]=1[CH3:16].C(=O)([O-])[O-].[K+].[K+]. Product: [F:1][CH:2]([F:17])[O:3][C:4]1[CH:9]=[CH:8][C:7]([C:10]#[CH:11])=[CH:6][C:5]=1[CH3:16]. The catalyst class is: 5. (8) Reactant: Br[CH2:2][CH2:3][CH2:4][O:5][N:6]=[C:7]([O:9][CH2:10][CH3:11])[CH3:8].[NH:12]1[CH2:17][CH2:16][CH2:15][CH2:14][CH2:13]1.C1CCN2C(=NCCC2)CC1.[Cl-].[NH4+]. Product: [N:12]1([CH2:2][CH2:3][CH2:4][O:5][N:6]=[C:7]([O:9][CH2:10][CH3:11])[CH3:8])[CH2:17][CH2:16][CH2:15][CH2:14][CH2:13]1. The catalyst class is: 4. (9) Reactant: Cl[C:2]1[C:7]([N+:8]([O-:10])=[O:9])=[CH:6][N:5]=[C:4]2[CH:11]=[CH:12][S:13][C:3]=12.OC(C(F)(F)F)=O.[NH2:21][C@H:22]1[CH2:27][CH2:26][C@H:25]([CH2:28][C:29]#[N:30])[CH2:24][CH2:23]1.C(N(CC)C(C)C)(C)C. Product: [N+:8]([C:7]1[C:2]([NH:21][C@H:22]2[CH2:27][CH2:26][C@H:25]([CH2:28][C:29]#[N:30])[CH2:24][CH2:23]2)=[C:3]2[S:13][CH:12]=[CH:11][C:4]2=[N:5][CH:6]=1)([O-:10])=[O:9]. The catalyst class is: 32.